From a dataset of NCI-60 drug combinations with 297,098 pairs across 59 cell lines. Regression. Given two drug SMILES strings and cell line genomic features, predict the synergy score measuring deviation from expected non-interaction effect. Drug 1: CC1=C2C(C(=O)C3(C(CC4C(C3C(C(C2(C)C)(CC1OC(=O)C(C(C5=CC=CC=C5)NC(=O)OC(C)(C)C)O)O)OC(=O)C6=CC=CC=C6)(CO4)OC(=O)C)O)C)O. Drug 2: C(=O)(N)NO. Cell line: OVCAR-8. Synergy scores: CSS=1.72, Synergy_ZIP=-0.116, Synergy_Bliss=1.92, Synergy_Loewe=0.358, Synergy_HSA=0.733.